This data is from Forward reaction prediction with 1.9M reactions from USPTO patents (1976-2016). The task is: Predict the product of the given reaction. Given the reactants [SH:1][C:2]1[C:11]([C:12]#[N:13])=[C:10]([C:14]2[S:15][CH:16]=[CH:17][CH:18]=2)[C:9]2[CH2:8][CH2:7][CH2:6][CH2:5][C:4]=2[N:3]=1.C([O-])([O-])=O.[K+].[K+].Br[CH:26]([C:31]1[CH:36]=[CH:35][CH:34]=[CH:33][CH:32]=1)[C:27]([O:29][CH3:30])=[O:28], predict the reaction product. The product is: [C:12]([C:11]1[C:2]([S:1][CH:26]([C:31]2[CH:36]=[CH:35][CH:34]=[CH:33][CH:32]=2)[C:27]([O:29][CH3:30])=[O:28])=[N:3][C:4]2[CH2:5][CH2:6][CH2:7][CH2:8][C:9]=2[C:10]=1[C:14]1[S:15][CH:16]=[CH:17][CH:18]=1)#[N:13].